The task is: Predict the reactants needed to synthesize the given product.. This data is from Full USPTO retrosynthesis dataset with 1.9M reactions from patents (1976-2016). (1) Given the product [F:1][C:2]1[C:3]([C:22]2[N:26]([CH:27]3[CH2:32][CH2:31][O:30][CH2:29][CH2:28]3)[C:25]([CH3:33])=[N:24][CH:23]=2)=[N:4][C:5]([NH:8][CH:9]2[CH2:14][CH2:13][N:12]([C:15]([O:17][CH2:38][C:39]3[CH:44]=[CH:43][CH:42]=[CH:41][CH:40]=3)=[O:16])[CH2:11][CH2:10]2)=[N:6][CH:7]=1, predict the reactants needed to synthesize it. The reactants are: [F:1][C:2]1[C:3]([C:22]2[N:26]([CH:27]3[CH2:32][CH2:31][O:30][CH2:29][CH2:28]3)[C:25]([CH3:33])=[N:24][CH:23]=2)=[N:4][C:5]([NH:8][CH:9]2[CH2:14][CH2:13][N:12]([C:15]([O:17]C(C)(C)C)=[O:16])[CH2:11][CH2:10]2)=[N:6][CH:7]=1.ClC(O[CH2:38][C:39]1[CH:44]=[CH:43][CH:42]=[CH:41][CH:40]=1)=O. (2) Given the product [NH2:59][C:43]1[N:42]=[C:41]([O:40][CH2:36][CH2:37][CH2:38][CH3:39])[N:49]=[C:48]2[C:44]=1[N:45]=[C:46]([O:57][CH3:58])[N:47]2[CH2:50][CH:51]1[CH2:56][CH2:55][CH2:54][N:53]([CH2:9][C:10]2[CH:19]=[CH:18][C:13]([C:14]([O:16][CH3:17])=[O:15])=[CH:12][C:11]=2[N:20]([CH:22]=[O:23])[CH3:21])[CH2:52]1, predict the reactants needed to synthesize it. The reactants are: [Si](O[CH2:9][C:10]1[CH:19]=[CH:18][C:13]([C:14]([O:16][CH3:17])=[O:15])=[CH:12][C:11]=1[N:20]([CH:22]=[O:23])[CH3:21])(C(C)(C)C)(C)C.C(N(CC)CC)C.CS(Cl)(=O)=O.[CH2:36]([O:40][C:41]1[N:49]=[C:48]2[C:44]([N:45]=[C:46]([O:57][CH3:58])[N:47]2[CH2:50][CH:51]2[CH2:56][CH2:55][CH2:54][NH:53][CH2:52]2)=[C:43]([NH2:59])[N:42]=1)[CH2:37][CH2:38][CH3:39].C(=O)([O-])[O-].[K+].[K+]. (3) Given the product [C:9]([NH:12][C:13]1[S:14][CH:15]=[C:16]([CH2:18][CH2:19][C:20]2[S:24][C:23]([CH2:25][C:26]([NH:4][C:3]([NH2:5])=[NH:2])=[O:27])=[CH:22][CH:21]=2)[N:17]=1)(=[O:11])[CH3:10], predict the reactants needed to synthesize it. The reactants are: Cl.[NH2:2][C:3]([NH2:5])=[NH:4].C[O-].[Na+].[C:9]([NH:12][C:13]1[S:14][CH:15]=[C:16]([CH2:18][CH2:19][C:20]2[S:24][C:23]([CH2:25][C:26](OC)=[O:27])=[CH:22][CH:21]=2)[N:17]=1)(=[O:11])[CH3:10]. (4) Given the product [C:1]([O:4][CH2:5][C:6]1[N:7]([C:14]2[CH:19]=[CH:18][CH:17]=[C:16]([C:20]([NH2:22])=[O:21])[CH:15]=2)[C:8](=[O:13])[CH:9]=[C:10]([O:12][CH2:32][C:31]2[CH:34]=[CH:35][C:36]([F:38])=[CH:37][C:30]=2[F:29])[CH:11]=1)(=[O:3])[CH3:2], predict the reactants needed to synthesize it. The reactants are: [C:1]([O:4][CH2:5][C:6]1[N:7]([C:14]2[CH:19]=[CH:18][CH:17]=[C:16]([C:20]([NH2:22])=[O:21])[CH:15]=2)[C:8](=[O:13])[CH:9]=[C:10]([OH:12])[CH:11]=1)(=[O:3])[CH3:2].C([O-])([O-])=O.[K+].[K+].[F:29][C:30]1[CH:37]=[C:36]([F:38])[CH:35]=[CH:34][C:31]=1[CH2:32]Br. (5) Given the product [C:1]([C:5]1[CH:6]=[C:7]2[C:12](=[C:13]([F:15])[CH:14]=1)[C:11](=[O:16])[N:10]([C:28]1[C:29]([CH:30]=[O:31])=[C:32]([I:36])[CH:33]=[CH:34][N:35]=1)[CH:9]=[CH:8]2)([CH3:4])([CH3:2])[CH3:3], predict the reactants needed to synthesize it. The reactants are: [C:1]([C:5]1[CH:6]=[C:7]2[C:12](=[C:13]([F:15])[CH:14]=1)[C:11](=[O:16])[NH:10][CH:9]=[CH:8]2)([CH3:4])([CH3:3])[CH3:2].C[Si]([N-][Si](C)(C)C)(C)C.[Li+].F[C:28]1[N:35]=[CH:34][CH:33]=[C:32]([I:36])[C:29]=1[CH:30]=[O:31].[NH4+].[Cl-]. (6) Given the product [CH3:1][CH:2]([CH3:13])[CH2:3][CH:4]=[CH:5][N:7]1[CH2:12][CH2:11][CH2:10][CH2:9][CH2:8]1, predict the reactants needed to synthesize it. The reactants are: [CH3:1][CH:2]([CH3:13])[CH2:3][CH2:4][C:5]([N:7]1[CH2:12][CH2:11][CH2:10][CH2:9][CH2:8]1)=O.C[SiH](C)O[SiH](C)C. (7) Given the product [Cl:1][C:2]1[CH:3]=[C:4]([C:8]2[CH:9]=[C:10]([C:11]([F:14])([F:13])[F:12])[N:29]3[CH:30]=[N:31][C:32]([C:33]#[N:34])=[C:28]3[N:27]=2)[CH:5]=[CH:6][CH:7]=1, predict the reactants needed to synthesize it. The reactants are: [Cl:1][C:2]1[CH:3]=[C:4]([C:8](=O)[CH2:9][C:10](=O)[C:11]([F:14])([F:13])[F:12])[CH:5]=[CH:6][CH:7]=1.CC(C1C=CC=C(Cl)C=1)=O.[NH2:27][C:28]1[N:29]=[CH:30][NH:31][C:32]=1[C:33]#[N:34].